The task is: Predict the product of the given reaction.. This data is from Forward reaction prediction with 1.9M reactions from USPTO patents (1976-2016). (1) Given the reactants [N+:1]([CH2:3][C:4]([O:6]C)=O)#[C-:2].[CH3:8][N:9]1[CH2:14][CH2:13][NH:12][CH2:11][CH2:10]1, predict the reaction product. The product is: [N+:1]([CH2:3][C:4]([N:12]1[CH2:13][CH2:14][N:9]([CH3:8])[CH2:10][CH2:11]1)=[O:6])#[C-:2]. (2) Given the reactants [C:1]([C:3]1[CH:4]=[C:5]([CH:35]=[CH:36][CH:37]=1)[C:6]([NH:8][C:9]1[C:10]([CH3:34])=[C:11]2[C:17]([CH:18]3[CH2:25][C:22]4([CH2:24][CH2:23]4)[N:21](C(OC(C)(C)C)=O)[CH2:20][CH2:19]3)=[CH:16][N:15]([CH3:33])[C:12]2=[N:13][CH:14]=1)=[O:7])#[N:2].C(O)(C(F)(F)F)=O.C([O-])(O)=O.[Na+], predict the reaction product. The product is: [C:1]([C:3]1[CH:4]=[C:5]([CH:35]=[CH:36][CH:37]=1)[C:6]([NH:8][C:9]1[C:10]([CH3:34])=[C:11]2[C:17]([CH:18]3[CH2:25][C:22]4([CH2:23][CH2:24]4)[NH:21][CH2:20][CH2:19]3)=[CH:16][N:15]([CH3:33])[C:12]2=[N:13][CH:14]=1)=[O:7])#[N:2].